This data is from Reaction yield outcomes from USPTO patents with 853,638 reactions. The task is: Predict the reaction yield, written as a fraction of the theoretical maximum amount of product (1.0 means a 100% yield; for example, 0.34 means a 34% yield). (1) The reactants are [CH3:1][N:2]1[CH2:7][CH2:6][NH:5][CH2:4][CH2:3]1.C([N:11](C(C)C)CC)(C)C.[N+:17]([C:20]1[CH:25]=[CH:24][CH:23]=[CH:22][C:21]=1[S:26](Cl)(=[O:28])=[O:27])([O-:19])=[O:18]. The catalyst is C(Cl)Cl. The product is [N+:17]([C:20]1[CH:25]=[CH:24][CH:23]=[CH:22][C:21]=1[S:26]([NH:11][CH:3]1[CH2:4][NH:5][CH2:6][CH2:7][N:2]1[CH3:1])(=[O:28])=[O:27])([O-:19])=[O:18]. The yield is 0.970. (2) The product is [Cl:13][CH2:14][C:15]([C:7]1[S:8][C:9]([CH3:12])=[CH:10][N:11]=1)=[O:16]. The catalyst is C1COCC1. The reactants are C([Mg]Br)(C)C.Br[C:7]1[S:8][C:9]([CH3:12])=[CH:10][N:11]=1.[Cl:13][CH2:14][C:15](N1CCOCC1)=[O:16]. The yield is 0.730. (3) The reactants are [C:1](=O)([O-])[O-].[K+].[K+].[CH2:7]([O:9][CH2:10][O:11][C:12]1[CH:17]=[C:16]([O:18][CH2:19][O:20][CH2:21][CH3:22])[CH:15]=[CH:14][C:13]=1[OH:23])[CH3:8].CI. The catalyst is CN(C)C=O. The product is [CH2:7]([O:9][CH2:10][O:11][C:12]1[CH:17]=[C:16]([O:18][CH2:19][O:20][CH2:21][CH3:22])[CH:15]=[CH:14][C:13]=1[O:23][CH3:1])[CH3:8]. The yield is 0.910. (4) The reactants are [Mg].II.Br[CH:5]1[CH2:8][CH2:7][CH2:6]1.C[C:10]1[CH:15]=[C:14]([C:16]#[N:17])[CH:13]=[CH:12][C:11]=1[C:18]1[CH:23]=[CH:22][C:21]([C:24]([F:27])([F:26])[F:25])=[CH:20][CH:19]=1.[BH4-].[Na+]. The catalyst is C(OCC)C.O1CCCC1.CO. The product is [CH:5]1([CH:16]([C:14]2[CH:15]=[CH:10][C:11]([C:18]3[CH:23]=[CH:22][C:21]([C:24]([F:25])([F:26])[F:27])=[CH:20][CH:19]=3)=[CH:12][CH:13]=2)[NH2:17])[CH2:8][CH2:7][CH2:6]1. The yield is 0.270. (5) The reactants are [CH:1]1([NH:7][C:8](=[O:28])[CH2:9][C:10]2[CH:15]=[C:14]([I:16])[C:13]([O:17][C:18]3[CH:23]=[C:22]([I:24])[C:21]([OH:25])=[C:20]([I:26])[CH:19]=3)=[C:12]([I:27])[CH:11]=2)[CH2:6][CH2:5][CH2:4][CH2:3][CH2:2]1.C([O-])([O-])=O.[Cs+].[Cs+].[Cl:35][CH:36](Cl)[CH3:37]. No catalyst specified. The product is [Cl:35][CH2:36][CH2:37][O:25][C:21]1[C:22]([I:24])=[CH:23][C:18]([O:17][C:13]2[C:14]([I:16])=[CH:15][C:10]([CH2:9][C:8]([NH:7][CH:1]3[CH2:2][CH2:3][CH2:4][CH2:5][CH2:6]3)=[O:28])=[CH:11][C:12]=2[I:27])=[CH:19][C:20]=1[I:26]. The yield is 0.0500. (6) The reactants are Cl.[NH:2]1[CH:6]=[C:5]([C:7]([CH3:12])([CH3:11])[C:8]([OH:10])=O)[N:4]=[CH:3]1.[NH2:13][C@@H:14]([CH2:32][O:33][CH2:34][C:35]1[CH:40]=[CH:39][CH:38]=[CH:37][CH:36]=1)[C:15]([NH:17][C:18]1[CH:23]=[CH:22][C:21]([O:24][C:25]2[CH:30]=[CH:29][C:28]([F:31])=[CH:27][CH:26]=2)=[CH:20][CH:19]=1)=[O:16]. No catalyst specified. The product is [NH:2]1[CH:6]=[C:5]([C:7]([CH3:12])([CH3:11])[C:8]([NH:13][C@@H:14]([CH2:32][O:33][CH2:34][C:35]2[CH:36]=[CH:37][CH:38]=[CH:39][CH:40]=2)[C:15]([NH:17][C:18]2[CH:19]=[CH:20][C:21]([O:24][C:25]3[CH:30]=[CH:29][C:28]([F:31])=[CH:27][CH:26]=3)=[CH:22][CH:23]=2)=[O:16])=[O:10])[N:4]=[CH:3]1. The yield is 0.580.